From a dataset of Reaction yield outcomes from USPTO patents with 853,638 reactions. Predict the reaction yield, written as a fraction of the theoretical maximum amount of product (1.0 means a 100% yield; for example, 0.34 means a 34% yield). The reactants are Cl[C:2]1[N:7]=[C:6]([NH:8][C:9]2[CH:10]=[C:11]3[C:15](=[CH:16][CH:17]=2)[NH:14][N:13]=[CH:12]3)[C:5]([CH3:18])=[CH:4][N:3]=1.[CH:19]1([NH:22][C:23](=[O:42])[CH2:24][O:25][C:26]2[CH:31]=[C:30](B3OC(C)(C)C(C)(C)O3)[CH:29]=[C:28]([F:41])[CH:27]=2)[CH2:21][CH2:20]1.[F-].[Cs+]. The catalyst is O1CCOCC1.O.C(Cl)Cl.C1C=CC(P(C2C=CC=CC=2)[C-]2C=CC=C2)=CC=1.C1C=CC(P(C2C=CC=CC=2)[C-]2C=CC=C2)=CC=1.Cl[Pd]Cl.[Fe+2]. The product is [NH:14]1[C:15]2[C:11](=[CH:10][C:9]([NH:8][C:6]3[C:5]([CH3:18])=[CH:4][N:3]=[C:2]([C:30]4[CH:31]=[C:26]([CH:27]=[C:28]([F:41])[CH:29]=4)[O:25][CH2:24][C:23]([NH:22][CH:19]4[CH2:21][CH2:20]4)=[O:42])[N:7]=3)=[CH:17][CH:16]=2)[CH:12]=[N:13]1. The yield is 0.100.